From a dataset of Forward reaction prediction with 1.9M reactions from USPTO patents (1976-2016). Predict the product of the given reaction. (1) Given the reactants C(O/[CH:4]=[C:5](\[C:11](=O)[C:12]1[CH:17]=[CH:16][CH:15]=[C:14]([O:18][CH3:19])[N:13]=1)/[C:6]([O:8][CH2:9][CH3:10])=[O:7])C.O.[NH2:22][NH2:23], predict the reaction product. The product is: [CH3:19][O:18][C:14]1[N:13]=[C:12]([C:11]2[C:5]([C:6]([O:8][CH2:9][CH3:10])=[O:7])=[CH:4][NH:23][N:22]=2)[CH:17]=[CH:16][CH:15]=1. (2) Given the reactants [C:1]1(=O)[CH2:8][CH2:7][CH2:6][CH2:5][CH2:4][CH2:3][C:2]1=O.COP([CH2:17][C:18]([C:20]1[CH:25]=[C:24]([F:26])[CH:23]=[CH:22][C:21]=1[C:27]([F:30])([F:29])[F:28])=O)(=O)OC.O.[NH2:32][NH2:33], predict the reaction product. The product is: [F:26][C:24]1[CH:23]=[CH:22][C:21]([C:27]([F:30])([F:29])[F:28])=[C:20]([C:18]2[N:33]=[N:32][C:2]3[CH2:3][CH2:4][CH2:5][CH2:6][CH2:7][CH2:8][C:1]=3[CH:17]=2)[CH:25]=1. (3) Given the reactants [F:1][C:2]1[C:3]([O:19][CH3:20])=[C:4]([C@H:8]([CH3:18])[CH2:9][C@:10]([OH:17])([C:13]([F:16])([F:15])[F:14])[CH:11]=O)[CH:5]=[CH:6][CH:7]=1.[NH2:21][C:22]1[CH:31]=[C:30]([F:32])[CH:29]=[C:28]2[C:23]=1[CH:24]=[N:25][C:26]([CH3:33])=[N:27]2, predict the reaction product. The product is: [F:1][C:2]1[C:3]([O:19][CH3:20])=[C:4]([C@H:8]([CH3:18])[CH2:9][C@@:10]([C:13]([F:14])([F:15])[F:16])([OH:17])[CH:11]=[N:21][C:22]2[CH:31]=[C:30]([F:32])[CH:29]=[C:28]3[C:23]=2[CH:24]=[N:25][C:26]([CH3:33])=[N:27]3)[CH:5]=[CH:6][CH:7]=1. (4) Given the reactants [CH:1]1[C:10]2[C:5](=[CH:6][CH:7]=[CH:8][CH:9]=2)[CH:4]=[CH:3][C:2]=1[C:11]1[CH:16]=[CH:15][C:14]([C:17]2(O)[C:30]3[CH:29]=[CH:28][CH:27]=[CH:26][C:25]=3[C:24]([C:32]3[CH:37]=[CH:36][C:35]([C:38]4[CH:47]=[CH:46][C:45]5[C:40](=[CH:41][CH:42]=[CH:43][CH:44]=5)[CH:39]=4)=[CH:34][CH:33]=3)(O)[C:23]3[C:18]2=[CH:19][CH:20]=[CH:21][CH:22]=3)=[CH:13][CH:12]=1.I.[PH2](O)=O, predict the reaction product. The product is: [CH:1]1[C:10]2[C:5](=[CH:6][CH:7]=[CH:8][CH:9]=2)[CH:4]=[CH:3][C:2]=1[C:11]1[CH:12]=[CH:13][C:14]([C:17]2[C:18]3[C:23]([C:24]([C:32]4[CH:37]=[CH:36][C:35]([C:38]5[CH:47]=[CH:46][C:45]6[C:40](=[CH:41][CH:42]=[CH:43][CH:44]=6)[CH:39]=5)=[CH:34][CH:33]=4)=[C:25]4[C:30]=2[CH:29]=[CH:28][CH:27]=[CH:26]4)=[CH:22][CH:21]=[CH:20][CH:19]=3)=[CH:15][CH:16]=1. (5) Given the reactants [CH3:1][NH:2][C:3](=[O:9])[O:4][C:5]([CH3:8])([CH3:7])[CH3:6].CC1(C)C2C(=C(P(C3C=CC=CC=3)C3C=CC=CC=3)C=CC=2)OC2C(P(C3C=CC=CC=3)C3C=CC=CC=3)=CC=CC1=2.C(=O)([O-])[O-].[Cs+].[Cs+].Cl[C:59]1[N:64]=[C:63]([N:65]2[CH2:70][CH2:69][CH:68]([N:71]3[C:79]4[C:74](=[N:75][CH:76]=[CH:77][CH:78]=4)[NH:73][C:72]3=[O:80])[CH2:67][CH2:66]2)[CH:62]=[C:61]([C:81]([C:83]2[CH:93]=[C:92]([CH3:94])[C:86]3[N:87]([CH3:91])[C:88](=[O:90])[O:89][C:85]=3[CH:84]=2)=[O:82])[CH:60]=1, predict the reaction product. The product is: [C:5]([O:4][C:3](=[O:9])[N:2]([C:59]1[N:64]=[C:63]([N:65]2[CH2:70][CH2:69][CH:68]([N:71]3[C:79]4[C:74](=[N:75][CH:76]=[CH:77][CH:78]=4)[NH:73][C:72]3=[O:80])[CH2:67][CH2:66]2)[CH:62]=[C:61]([C:81]([C:83]2[CH:93]=[C:92]([CH3:94])[C:86]3[N:87]([CH3:91])[C:88](=[O:90])[O:89][C:85]=3[CH:84]=2)=[O:82])[CH:60]=1)[CH3:1])([CH3:8])([CH3:7])[CH3:6]. (6) Given the reactants Cl.[OH:2][C:3]1[C:4]2[CH:18]=[CH:17][CH:16]=[CH:15][C:5]=2[C:6]2[C@H:7]([CH2:13][Cl:14])[CH2:8][N:9](N)[C:10]=2[CH:11]=1.[CH3:19][S:20][S:21][CH2:22][CH2:23][C:24]([NH:26][C:27]1[CH:28]=[C:29]2[C:33](=[CH:34][CH:35]=1)[NH:32][C:31]([C:36](O)=[O:37])=[CH:30]2)=[O:25].C(Cl)CCl, predict the reaction product. The product is: [Cl:14][CH2:13][C@H:7]1[C:6]2[C:5]3[CH:15]=[CH:16][CH:17]=[CH:18][C:4]=3[C:3]([OH:2])=[CH:11][C:10]=2[N:9]([C:36]([C:31]2[NH:32][C:33]3[C:29]([CH:30]=2)=[CH:28][C:27]([NH:26][C:24](=[O:25])[CH2:23][CH2:22][S:21][S:20][CH3:19])=[CH:35][CH:34]=3)=[O:37])[CH2:8]1. (7) Given the reactants [Cl:1][C:2]1[C:7]([C:8]2[CH:13]=[CH:12][CH:11]=[CH:10][CH:9]=2)=[N:6][N:5]=[C:4]2[NH:14][N:15]=[C:16]([C:17]3[CH:22]=[CH:21][CH:20]=[CH:19][CH:18]=3)[C:3]=12.[O:23]1[CH2:26][CH:25](O)[CH2:24]1.C1(P(C2C=CC=CC=2)C2C=CC=CC=2)C=CC=CC=1.N(C(OCC)=O)=NC(OCC)=O, predict the reaction product. The product is: [Cl:1][C:2]1[C:7]([C:8]2[CH:9]=[CH:10][CH:11]=[CH:12][CH:13]=2)=[N:6][N:5]=[C:4]2[N:14]([CH:25]3[CH2:26][O:23][CH2:24]3)[N:15]=[C:16]([C:17]3[CH:18]=[CH:19][CH:20]=[CH:21][CH:22]=3)[C:3]=12. (8) Given the reactants Br[C:2]1[CH:3]=[C:4]([C:26]([F:29])([F:28])[F:27])[C:5]2[N:6]([C:8]([Cl:25])=[C:9]([C:11]([N:13]3[CH2:18][CH2:17][CH:16]([N:19]4[CH2:23][CH2:22][O:21][C:20]4=[O:24])[CH2:15][CH2:14]3)=[O:12])[N:10]=2)[CH:7]=1.[CH2:30]([Zn]CC)[CH3:31], predict the reaction product. The product is: [Cl:25][C:8]1[N:6]2[CH:7]=[C:2]([CH2:30][CH3:31])[CH:3]=[C:4]([C:26]([F:29])([F:28])[F:27])[C:5]2=[N:10][C:9]=1[C:11]([N:13]1[CH2:18][CH2:17][CH:16]([N:19]2[CH2:23][CH2:22][O:21][C:20]2=[O:24])[CH2:15][CH2:14]1)=[O:12]. (9) Given the reactants [CH3:1][C:2]1([CH3:18])[CH2:7][O:6][CH:5]([CH2:8][NH:9][C:10]2[N:15]=[C:14]([OH:16])[CH:13]=[CH:12][C:11]=2[F:17])[CH2:4][O:3]1.C(N(CC)CC)C.[F:26][C:27]([F:40])([F:39])[S:28](O[S:28]([C:27]([F:40])([F:39])[F:26])(=[O:30])=[O:29])(=[O:30])=[O:29], predict the reaction product. The product is: [F:26][C:27]([F:40])([F:39])[S:28]([O:16][C:14]1[CH:13]=[CH:12][C:11]([F:17])=[C:10]([NH:9][CH2:8][CH:5]2[CH2:4][O:3][C:2]([CH3:18])([CH3:1])[CH2:7][O:6]2)[N:15]=1)(=[O:30])=[O:29]. (10) Given the reactants [O:1]=[C:2]1[CH2:7][CH2:6][CH2:5][CH2:4][C:3]1([CH2:14]CC#N)[C:8]1[CH:13]=[CH:12][CH:11]=[CH:10][CH:9]=1.O.[C:19]([OH:22])(=[O:21])[CH3:20], predict the reaction product. The product is: [O:1]=[C:2]1[CH2:7][CH2:6][CH2:5][CH2:4][C:3]1([CH2:14][CH2:20][C:19]([OH:22])=[O:21])[C:8]1[CH:13]=[CH:12][CH:11]=[CH:10][CH:9]=1.